Dataset: Reaction yield outcomes from USPTO patents with 853,638 reactions. Task: Predict the reaction yield, written as a fraction of the theoretical maximum amount of product (1.0 means a 100% yield; for example, 0.34 means a 34% yield). (1) The reactants are [Br:1][C:2]1[CH:3]=[C:4]([S:9](Cl)(=[O:11])=[O:10])[CH:5]=[CH:6][C:7]=1[F:8].[NH:13]1[CH2:18][CH2:17][O:16][CH2:15][CH2:14]1. The catalyst is O1CCCC1. The product is [Br:1][C:2]1[CH:3]=[C:4]([S:9]([N:13]2[CH2:18][CH2:17][O:16][CH2:15][CH2:14]2)(=[O:11])=[O:10])[CH:5]=[CH:6][C:7]=1[F:8]. The yield is 0.860. (2) The reactants are [CH3:1][O:2][C:3]1[C:4]([NH:15][C:16](=[O:20])OCC)=[N:5][C:6]2[C:11]([N:12]=1)=[CH:10][C:9]([O:13][CH3:14])=[CH:8][CH:7]=2.[N:21]1[CH:26]=[CH:25][CH:24]=[CH:23][C:22]=1[N:27]1[CH2:32][CH2:31][NH:30][CH2:29][CH2:28]1. No catalyst specified. The product is [CH3:1][O:2][C:3]1[C:4]([NH:15][C:16]([N:30]2[CH2:31][CH2:32][N:27]([C:22]3[CH:23]=[CH:24][CH:25]=[CH:26][N:21]=3)[CH2:28][CH2:29]2)=[O:20])=[N:5][C:6]2[C:11]([N:12]=1)=[CH:10][C:9]([O:13][CH3:14])=[CH:8][CH:7]=2. The yield is 0.940. (3) The reactants are [Cl:1][C:2]1[CH:32]=[CH:31][C:5]([CH2:6][CH2:7][NH:8][C:9]([C:11]2[CH:30]=[CH:29][C:14]([O:15][C:16]3[CH:21]=[CH:20][C:19]([CH2:22][C:23]([O:25][CH2:26][CH3:27])=[O:24])=[CH:18][C:17]=3Br)=[CH:13][CH:12]=2)=[O:10])=[CH:4][CH:3]=1.[Cl-].[CH3:34][Zn+]. The catalyst is C1COCC1.CC(C)([P](C(C)(C)C)([Pd][P](C(C)(C)C)(C(C)(C)C)C(C)(C)C)C(C)(C)C)C. The product is [Cl:1][C:2]1[CH:32]=[CH:31][C:5]([CH2:6][CH2:7][NH:8][C:9]([C:11]2[CH:30]=[CH:29][C:14]([O:15][C:16]3[CH:21]=[CH:20][C:19]([CH2:22][C:23]([O:25][CH2:26][CH3:27])=[O:24])=[CH:18][C:17]=3[CH3:34])=[CH:13][CH:12]=2)=[O:10])=[CH:4][CH:3]=1. The yield is 0.760. (4) The reactants are [O:1]1[CH2:6][CH2:5][CH:4]([OH:7])[CH2:3][CH2:2]1.[H-].[Na+].[F:10][C:11]([F:39])([F:38])[C:12]1[CH:13]=[C:14]([CH:35]=[CH:36][CH:37]=1)[CH2:15][NH:16][C:17](=[O:34])[C:18]1[CH:23]=[CH:22][N:21]=[C:20]([C:24]2[CH:29]=[C:28](F)[CH:27]=[CH:26][C:25]=2[N+:31]([O-:33])=[O:32])[CH:19]=1. The catalyst is CN(C)C=O.C(OCC)(=O)C. The product is [F:38][C:11]([F:10])([F:39])[C:12]1[CH:13]=[C:14]([CH:35]=[CH:36][CH:37]=1)[CH2:15][NH:16][C:17](=[O:34])[C:18]1[CH:23]=[CH:22][N:21]=[C:20]([C:24]2[CH:29]=[C:28]([O:7][CH:4]3[CH2:5][CH2:6][O:1][CH2:2][CH2:3]3)[CH:27]=[CH:26][C:25]=2[N+:31]([O-:33])=[O:32])[CH:19]=1. The yield is 0.970. (5) The product is [Cl:1][C:2]1[N:7]=[C:6]([C:8]2[S:45][C:43]([N:38]3[CH2:42][CH2:41][CH2:40][CH2:39]3)=[N:44][C:9]=2[C:11]2[CH:12]=[CH:13][C:14]([F:29])=[C:15]([NH:17][S:18]([C:21]3[C:26]([F:27])=[CH:25][CH:24]=[CH:23][C:22]=3[F:28])(=[O:20])=[O:19])[CH:16]=2)[CH:5]=[CH:4][N:3]=1. The reactants are [Cl:1][C:2]1[N:7]=[C:6]([CH2:8][C:9]([C:11]2[CH:12]=[CH:13][C:14]([F:29])=[C:15]([NH:17][S:18]([C:21]3[C:26]([F:27])=[CH:25][CH:24]=[CH:23][C:22]=3[F:28])(=[O:20])=[O:19])[CH:16]=2)=O)[CH:5]=[CH:4][N:3]=1.C1C(=O)N(Br)C(=O)C1.[N:38]1([C:43](=[S:45])[NH2:44])[CH2:42][CH2:41][CH2:40][CH2:39]1. The catalyst is C(Cl)Cl.CCOC(C)=O. The yield is 0.670. (6) The reactants are C(P1(=O)OP(CCC)(=O)OP(CCC)(=O)O1)CC.[Br:19][C:20]1[CH:35]=[CH:34][C:23]2[NH:24][CH:25]([CH2:28][C:29]([O:31][CH2:32][CH3:33])=[O:30])[CH2:26][O:27][C:22]=2[CH:21]=1.[O:36]=[C:37]1[NH:42][C:41]2[CH:43]=[C:44]([C:47](O)=[O:48])[CH:45]=[CH:46][C:40]=2[O:39][CH2:38]1. The catalyst is CCOC(C)=O. The product is [Br:19][C:20]1[CH:35]=[CH:34][C:23]2[N:24]([C:47]([C:44]3[CH:45]=[CH:46][C:40]4[O:39][CH2:38][C:37](=[O:36])[NH:42][C:41]=4[CH:43]=3)=[O:48])[CH:25]([CH2:28][C:29]([O:31][CH2:32][CH3:33])=[O:30])[CH2:26][O:27][C:22]=2[CH:21]=1. The yield is 0.580. (7) The reactants are C1C(=O)N([Br:8])C(=O)C1.[CH3:9][O:10][C:11]([C:13]1[CH:18]=[CH:17][C:16]([N:19]2[CH:23]=[C:22]([C:24]3[C:32]4[C:27](=[CH:28][CH:29]=[C:30]([CH3:33])[CH:31]=4)[N:26]([C:34]([O:36][C:37]([CH3:40])([CH3:39])[CH3:38])=[O:35])[N:25]=3)[N:21]=[N:20]2)=[CH:15][CH:14]=1)=[O:12]. The catalyst is C(Cl)Cl.[Cl-].[Cl-].[Cl-].[Cl-].[Zr+4]. The product is [Br:8][CH2:33][C:30]1[CH:31]=[C:32]2[C:27](=[CH:28][CH:29]=1)[N:26]([C:34]([O:36][C:37]([CH3:40])([CH3:39])[CH3:38])=[O:35])[N:25]=[C:24]2[C:22]1[N:21]=[N:20][N:19]([C:16]2[CH:17]=[CH:18][C:13]([C:11]([O:10][CH3:9])=[O:12])=[CH:14][CH:15]=2)[CH:23]=1. The yield is 0.760. (8) The reactants are [Na].C[Si](N[Si](C)(C)C)(C)C.C1COCC1.[C:16]([CH:19]=[CH:20][C:21]1[CH:30]=[C:29]2[C:24]([C:25]([O:31][C:32]3[CH:37]=[CH:36][C:35](Cl)=[CH:34][C:33]=3F)=[N:26][CH:27]=[N:28]2)=[CH:23][C:22]=1[O:40][CH3:41])([OH:18])=[O:17].OC1C=C2C(=CC=1)[NH:48][C:47]([CH3:52])=[CH:46]2. The catalyst is CS(C)=O. The product is [C:16]([CH:19]=[CH:20][C:21]1[CH:30]=[C:29]2[C:24]([C:25]([O:31][C:32]3[CH:37]=[C:36]4[C:35](=[CH:34][CH:33]=3)[NH:48][C:47]([CH3:52])=[CH:46]4)=[N:26][CH:27]=[N:28]2)=[CH:23][C:22]=1[O:40][CH3:41])([OH:18])=[O:17]. The yield is 0.710. (9) The reactants are [Cl:1][C:2]1[N:3]=[C:4]([CH3:12])[C:5]([C:8]([O:10]C)=[O:9])=[N:6][CH:7]=1.[OH-].[Na+].Cl. The catalyst is O1CCOCC1. The product is [Cl:1][C:2]1[N:3]=[C:4]([CH3:12])[C:5]([C:8]([OH:10])=[O:9])=[N:6][CH:7]=1. The yield is 0.840.